This data is from Reaction yield outcomes from USPTO patents with 853,638 reactions. The task is: Predict the reaction yield, written as a fraction of the theoretical maximum amount of product (1.0 means a 100% yield; for example, 0.34 means a 34% yield). The reactants are [N+:1]([C:4]1[CH:12]=[C:11]2[C:7]([CH:8]=[C:9]([C:13]([OH:15])=O)[NH:10]2)=[CH:6][CH:5]=1)([O-:3])=[O:2].[F:16][C:17]1[CH:22]=[C:21]([F:23])[CH:20]=[CH:19][C:18]=1[C:24]1[CH:29]=[CH:28][CH:27]=[C:26]([NH:30][CH3:31])[CH:25]=1.C(Cl)CCl.C1C=CC2N(O)N=NC=2C=1.CCN(C(C)C)C(C)C. The catalyst is CN(C=O)C. The product is [F:16][C:17]1[CH:22]=[C:21]([F:23])[CH:20]=[CH:19][C:18]=1[C:24]1[CH:29]=[CH:28][CH:27]=[C:26]([N:30]([CH3:31])[C:13]([C:9]2[NH:10][C:11]3[C:7]([CH:8]=2)=[CH:6][CH:5]=[C:4]([N+:1]([O-:3])=[O:2])[CH:12]=3)=[O:15])[CH:25]=1. The yield is 0.300.